From a dataset of Experimentally validated miRNA-target interactions with 360,000+ pairs, plus equal number of negative samples. Binary Classification. Given a miRNA mature sequence and a target amino acid sequence, predict their likelihood of interaction. (1) The miRNA is hsa-miR-539-3p with sequence AUCAUACAAGGACAAUUUCUUU. The protein sequence of the target gene is MSNHEKMSTTDLMENLREELTCFICLDYFSSPVTTECGHSFCLMCLLKSWEEHNTPLSCPECWRTLGAPHFQANERLGRLANIGRQLRSQVLQSEDEQSICGRMPGPSWVFSDDEQSVINVSPPSQGTNKACFSSEAEEQHKEKLQDIINILRKKKKEVQAILNHEKERVMLCKEETKTCKQVVVSEYMKMHQFLKEEEQLQLQLLEREEKANMKKLRENEIQLTQQIRRLGKMIGRIESTCQNLTLESFEEVKGAMDRYESLLFQSPETTITELSLCHITGMREMLRKFSTDITLDPAT.... Result: 0 (no interaction). (2) The miRNA is hsa-miR-4303 with sequence UUCUGAGCUGAGGACAG. The protein sequence of the target gene is MTVGRTAGGPECAEWSREIFPPKSSSSDTEPEDEQFGEGLVLPRAGKLHEFLSPEEDTDSTSDSTGSFYRTPQVPKQRGRWDVLESLFQSDPDSDLNDAEDEEDLESFFQDKSRGKPQVQDPPSLRHGSMRRCSSMTSLPSDIPKARILPTSDSGPPSQHRSVCSWASSITVPQPFRMTLREARKKAQWLASPASFEQERLQAQKQGEEEAECHRQFRAQPVPAHVYLPLYQEIMERREARRRAGIRKRKELLLSSLKPFSFLEKKEQQKEDAPQRDSAAVAQTKVSPKKATSRKIPKSI.... Result: 0 (no interaction). (3) The miRNA is hsa-miR-4637 with sequence UACUAACUGCAGAUUCAAGUGA. The protein sequence of the target gene is MSKISQQNSTPGVNGISVIHTQAHASGLQQVPQLVPAGPGGGGKAVAPSKQSKKSSPMDRNSDEYRQRRERNNMAVKKSRLKSKQKAQDTLQRVNQLKEENERLEAKIKLLTKELSVLKDLFLEHAHNLADNVQSISTENTTADGDNAGQ. Result: 0 (no interaction). (4) The miRNA is mmu-miR-3971 with sequence CUCCCCACCCCUGUACCAGUGA. The protein sequence of the target gene is MDFNMKKLASDAGIFFTRAVQFTEEKFGQAEKTELDAHFENLLARADSTKNWTEKILRQTEVLLQPNPSARVEEFLYEKLDRKVPSRVTNGELLAQYMADAASELGPTTPYGKTLIKVAEAEKQLGAAERDFIHTASISFLTPLRNFLEGDWKTISKERRLLQNRRLDLDACKARLKKAKAAEAKATTVPDFQETRPRNYILSASASALWNDEVDKAEQELRVAQTEFDRQAEVTRLLLEGISSTHVNHLRCLHEFVKSQTTYYAQCYRHMLDLQKQLGRFPGTFVGTTEPASPPLSSTS.... Result: 0 (no interaction). (5) The miRNA is hsa-miR-6889-3p with sequence UCUGUGCCCCUACUUCCCAG. The protein sequence of the target gene is MRPERPRPRGSAPGPMETPPWDPARNDSLPPTLTPAVPPYVKLGLTVVYTVFYALLFVFIYVQLWLVLRYRHKRLSYQSVFLFLCLFWASLRTVLFSFYFKDFVAANSLSPFVFWLLYCFPVCLQFFTLTLMNLYFTQVIFKAKSKYSPELLKYRLPLYLASLFISLVFLLVNLTCAVLVKTGNWERKVIVSVRVAINDTLFVLCAVSLSICLYKISKMSLANIYLESKGSSVCQVTAIGVTVILLYTSRACYNLFILSFSQNKSVHSFDYDWYNVSDQADLKNQLGDAGYVLFGVVLFV.... Result: 1 (interaction). (6) The miRNA is rno-miR-382-5p with sequence GAAGUUGUUCGUGGUGGAUUCG. The protein sequence of the target gene is MDWGTLQSILGGVNKHSTSIGKIWLTVLFIFRIMILVVAAKEVWGDEQADFVCNTLQPGCKNVCYDHHFPISHIRLWALQLIMVSTPALLVAMHVAYRRHEKKRKFMKGEIKNEFKDIEEIKTQKVRIEGSLWWTYTTSIFFRVIFEAVFMYVFYIMYNGFFMQRLVKCNAWPCPNTVDCFISRPTEKTVFTVFMISVSGICILLNITELCYLFVRYCSGKSKRPV. Result: 0 (no interaction). (7) The miRNA is hsa-miR-1303 with sequence UUUAGAGACGGGGUCUUGCUCU. The protein sequence of the target gene is MAKVNTQCSQPSPTQLSIKNADRDLDHVENGLGRVSRLIISIRAWASRHLHDEDQTPDSFLDRFHGSELKEVSTRESNAQPNPGEQKPPDGGEGRKEEPIVVDPSSNIYYRWLTAIALPVFYNWCLLVCRACFDELQSEHLTLWLVLDYSADVLYVLDMLVRARTGFLEQGLMVRDTKRLWKHYTKTLHFKLDILSLIPTDLAYLKLGVNYPELRFNRLLKFSRLFEFFDRTETRTNYPNVFRIGNLVLYTLIIIHWNACIYFAISKFIGFGTDSWVYPNTSKPEYARLSRKYIYSLYWS.... Result: 0 (no interaction). (8) The miRNA is mmu-miR-421-5p with sequence CUCAUUAAAUGUUUGUUGAAU. The protein sequence of the target gene is MAAAIRIRAVAAGARLSVLNCGLGITTRGLCSQPVSVKERIDNKRHAALLGGGQRRIDAQHKRGKLTARERISLLLDPGSFMESDMFVEHRCADFGMAADKNKFPGDSVVTGRGRINGRLVYVFSQDFTVFGGSLSGAHAQKICKIMDQAITVGAPVIGLNDSGGARIQEGVESLAGYADIFLRNVTASGVIPQISLIMGPCAGGAVYSPALTDFTFMVKDTSYLFITGPEVVKSVTNEDVTQEQLGGAKTHTTVSGVAHRAFDNDVDALCNLREFFNFLPLSSQDPAPIRECHDPSDRL.... Result: 0 (no interaction).